Dataset: Experimentally validated miRNA-target interactions with 360,000+ pairs, plus equal number of negative samples. Task: Binary Classification. Given a miRNA mature sequence and a target amino acid sequence, predict their likelihood of interaction. (1) The miRNA is hsa-miR-6732-5p with sequence UAGGGGGUGGCAGGCUGGCC. The protein sequence of the target gene is MPLPVQVFNLQGAVEPMQIDVDPQEDPQNAPDVNYVVENPSLDLEQYAASYSGLMRIERLQFIADHCPTLRVEALKMALSFVQRTFNVDMYEEIHRKLSEATRSSLRELQNAPDAIPESGVEPPALDTAWVEATRKKALLKLEKLDTDLKNYKGNSIKESIRRGHDDLGDHYLDCGDLSNALKCYSRARDYCTSAKHVINMCLNVIKVSVYLQNWSHVLSYVSKAESTPEIAEQRGERDSQTQAILTKLKCAAGLAELAARKYKQAAKCLLLASFDHCDFPELLSPSNVAIYGGLCALAT.... Result: 1 (interaction). (2) The miRNA is mmu-miR-382-5p with sequence GAAGUUGUUCGUGGUGGAUUCG. The protein sequence of the target gene is MELTPGAQQQGINYQELTSGWQDVKSMMLVPEPTRKFPSGPLLTSVRFSNLSPESQQQDVKSLEFTVEPKLQSVKHVKLSSVSLQQTIKSVELAPGSLPQRVKYGEQTPRTNYQIMESSELIPRPGHQFAKYAEMIPQPKYQIPKSANLISIPIYHATESSEMAQGLAYKGIDTVEKSVGLTPKLTGRAKESLGMLLQPDLQVPKFVDLTPMVRDQGSKFLGLTPEKSYQILETMELLSQSRPRVKDVGELYMKPLQQTVEYEGITPELKHYFTEAMGLTAEARIQANEFFGMTPKPTSQ.... Result: 0 (no interaction). (3) The miRNA is hsa-miR-103a-3p with sequence AGCAGCAUUGUACAGGGCUAUGA. The protein sequence of the target gene is MDKDSQGLLDSSLMASGTASRSEDEESLAGQKRASSQALGTIPKRRSSSRFIKRKKFDDELVESSLAKSSTRAKGASGVEPGRCSGSEPSSSEKKKVSKAPSTPVPPSPAPAPGLTKRVKKSKQPLQVTKDLGRWKPADDLLLINAVLQTNDLTSVHLGVKFSCRFTLREVQERWYALLYDPVISKLACQAMRQLHPEAIAAIQSKALFSKAEEQLLSKVGSTSQPTLETFQDLLHRHPDAFYLARTAKALQAHWQLMKQYYLLEDQTVQPLPKGDQVLNFSDAEDLIDDSKLKDMRDEV.... Result: 0 (no interaction). (4) The miRNA is hsa-miR-98-3p with sequence CUAUACAACUUACUACUUUCCC. The protein sequence of the target gene is MREKGRRKKGRTWAEAAKTVLEKYPNTPMSHKEILQVIQREGLKEIRSGTSPLACLNAMLHTNSRGEEGIFYKVPGRMGVYTLKKDVPDGVKELSEGSEESSDGQSDSQSSENSSSSSDGGSNKEGKKSRWKRKVSSSSPQSGCPSPTIPAGKVISPSQKHSKKALKQALKQQQQKKQQQQCRPSISISSNQHLSLKTVKAASDSVPAKPATWEGKQSDGQTGSPQNSNSSFSSSVKVENTLLGLGKKSFQRSERLHTRQMKRTKCADIDVETPDSILVNTNLRALINKHTFSVLPGDCQ.... Result: 0 (no interaction). (5) The protein sequence of the target gene is METPLDVLSRAASLVHADDEKREAALRGEPRMQTLPVASALSSHRTGPPPISPSKRKFSMEPGDEDLDCDNDHVSKMSRIFNPHLNKTANGDCRRDPRERSRSPIERAVAPTMSLHGSHLYTSLPSLGLEQPLALTKNSLDASRPAGLSPTLTPGERQQNRPSVITCASAGARNCNLSHCPIAHSGCAAPGPASYRRPPSAATTCDPVVEEHFRRSLGKNYKEPEPAPNSVSITGSVDDHFAKALGDTWLQIKAAKDGASSSPESASRRGQPASPSAHMVSHSHSPSVVS. Result: 0 (no interaction). The miRNA is mmu-miR-335-5p with sequence UCAAGAGCAAUAACGAAAAAUGU.